Dataset: Forward reaction prediction with 1.9M reactions from USPTO patents (1976-2016). Task: Predict the product of the given reaction. (1) Given the reactants [OH:1][C:2]1[C:7]2[C@@:8]3([OH:45])[C@@:21]([O:25][CH3:26])([C@H:22]([OH:24])[CH2:23][C:6]=2[CH:5]=[C:4]([CH3:46])[C:3]=1[C:47](O)=[O:48])[C:20](=[O:27])[C:19]1[C:10](=[CH:11][C:12]2[C:13](=[O:43])[C:14]([NH:30][CH:31]4[C@H:36]([O:37][CH3:38])[C@H:35]([OH:39])[C@@H:34]([O:40][CH3:41])[C@H:33]([CH3:42])[O:32]4)=[CH:15][C:16](=[O:29])[C:17]=2[C:18]=1[OH:28])[C:9]3=[O:44].[CH2:50]([NH2:57])[C:51]1[CH:56]=[CH:55][CH:54]=[CH:53][CH:52]=1.O.ON1C2C=CC=CC=2N=N1, predict the reaction product. The product is: [CH2:50]([NH:57][C:47]([C:3]1[C:4]([CH3:46])=[CH:5][C:6]2[CH2:23][C@@H:22]([OH:24])[C@:21]3([O:25][CH3:26])[C@@:8]([OH:45])([C:9](=[O:44])[C:10]4[C:19]([C:20]3=[O:27])=[C:18]([OH:28])[C:17]3[C:16](=[O:29])[CH:15]=[C:14]([NH:30][CH:31]5[C@H:36]([O:37][CH3:38])[C@H:35]([OH:39])[C@@H:34]([O:40][CH3:41])[C@H:33]([CH3:42])[O:32]5)[C:13](=[O:43])[C:12]=3[CH:11]=4)[C:7]=2[C:2]=1[OH:1])=[O:48])[C:51]1[CH:56]=[CH:55][CH:54]=[CH:53][CH:52]=1. (2) Given the reactants [CH3:1][C:2]([S@@:5](/[N:7]=[C:8](/[C:12]1[CH:17]=[CH:16][CH:15]=[CH:14][CH:13]=1)\[CH2:9][CH2:10][CH3:11])=[O:6])([CH3:4])[CH3:3].CC(C[AlH]CC(C)C)C.[Li+].C[Si]([N-][Si](C)(C)C)(C)C, predict the reaction product. The product is: [C:12]1([C@@H:8]([NH:7][S@:5]([C:2]([CH3:1])([CH3:4])[CH3:3])=[O:6])[CH2:9][CH2:10][CH3:11])[CH:17]=[CH:16][CH:15]=[CH:14][CH:13]=1. (3) Given the reactants CCN(CC)CC.[NH2:8][C@@H:9]([CH2:15][C:16]1[CH:21]=[CH:20][CH:19]=[CH:18][CH:17]=1)[C@H:10]([OH:14])[C:11]([OH:13])=[O:12].Cl[C:23]([C:25]1[C:26]([CH3:36])=[C:27]([O:32][C:33](=[O:35])[CH3:34])[CH:28]=[C:29]([CH3:31])[CH:30]=1)=[O:24].Cl, predict the reaction product. The product is: [C:33]([O:32][C:27]1[C:26]([CH3:36])=[C:25]([CH:30]=[C:29]([CH3:31])[CH:28]=1)[C:23]([NH:8][C@@H:9]([CH2:15][C:16]1[CH:21]=[CH:20][CH:19]=[CH:18][CH:17]=1)[C@H:10]([OH:14])[C:11]([OH:13])=[O:12])=[O:24])(=[O:35])[CH3:34].